This data is from Catalyst prediction with 721,799 reactions and 888 catalyst types from USPTO. The task is: Predict which catalyst facilitates the given reaction. Reactant: I[C:2]1[C:10]2[C:5](=[N:6][CH:7]=[C:8]([C:11]3[CH:16]=[C:15]([O:17][CH3:18])[C:14]([O:19][CH3:20])=[C:13]([O:21][CH3:22])[CH:12]=3)[N:9]=2)[N:4]([Si](C(C)C)(C(C)C)C(C)C)[CH:3]=1.[Li]CCCC.[CH3:38][O:39][C:40]([CH3:48])([CH3:47])[C:41](N(OC)C)=[O:42]. Product: [CH3:38][O:39][C:40]([CH3:48])([CH3:47])[C:41]([C:2]1[C:10]2[C:5](=[N:6][CH:7]=[C:8]([C:11]3[CH:12]=[C:13]([O:21][CH3:22])[C:14]([O:19][CH3:20])=[C:15]([O:17][CH3:18])[CH:16]=3)[N:9]=2)[NH:4][CH:3]=1)=[O:42]. The catalyst class is: 7.